From a dataset of Forward reaction prediction with 1.9M reactions from USPTO patents (1976-2016). Predict the product of the given reaction. (1) Given the reactants [Br:1][C:2]1[CH:7]=[C:6]([NH:8][C:9]([O:11][CH3:12])=[O:10])[CH:5]=[CH:4][C:3]=1[C:13]1[N:14]=[C:15]([CH:18]2[CH:23]([C:24]3[CH:29]=[CH:28][CH:27]=[CH:26][CH:25]=3)[CH2:22][CH2:21][CH2:20][N:19]2C(OC(C)(C)C)=O)[NH:16][CH:17]=1.C(O)(C(F)(F)F)=O, predict the reaction product. The product is: [Br:1][C:2]1[CH:7]=[C:6]([NH:8][C:9](=[O:10])[O:11][CH3:12])[CH:5]=[CH:4][C:3]=1[C:13]1[N:14]=[C:15]([CH:18]2[CH:23]([C:24]3[CH:29]=[CH:28][CH:27]=[CH:26][CH:25]=3)[CH2:22][CH2:21][CH2:20][NH:19]2)[NH:16][CH:17]=1. (2) Given the reactants Cl[C:2]1[N:10]=[C:9]2[C:5]([N:6]=[CH:7][N:8]2[CH3:11])=[C:4]([NH:12][C:13]2[CH:18]=[CH:17][C:16]([Cl:19])=[CH:15][N:14]=2)[N:3]=1.O.[NH2:21][NH2:22], predict the reaction product. The product is: [Cl:19][C:16]1[CH:17]=[CH:18][C:13]([NH:12][C:4]2[N:3]=[C:2]([NH:21][NH2:22])[N:10]=[C:9]3[C:5]=2[N:6]=[CH:7][N:8]3[CH3:11])=[N:14][CH:15]=1.